This data is from Full USPTO retrosynthesis dataset with 1.9M reactions from patents (1976-2016). The task is: Predict the reactants needed to synthesize the given product. (1) Given the product [C:21]([O:25][C:26]([N:28]1[C:37]2[C:32](=[CH:33][C:34]([C:17]3[CH:16]=[N:15][CH:14]=[C:13]([C:10]([C:9]([O:8][CH2:1][C:2]4[CH:7]=[CH:6][CH:5]=[CH:4][CH:3]=4)=[O:20])([CH3:12])[CH3:11])[CH:18]=3)=[CH:35][N:36]=2)[CH2:31][CH2:30][CH2:29]1)=[O:27])([CH3:24])([CH3:22])[CH3:23], predict the reactants needed to synthesize it. The reactants are: [CH2:1]([O:8][C:9](=[O:20])[C:10]([C:13]1[CH:14]=[N:15][CH:16]=[C:17](Br)[CH:18]=1)([CH3:12])[CH3:11])[C:2]1[CH:7]=[CH:6][CH:5]=[CH:4][CH:3]=1.[C:21]([O:25][C:26]([N:28]1[C:37]2[C:32](=[CH:33][C:34](B3OC(C)(C)C(C)(C)O3)=[CH:35][N:36]=2)[CH2:31][CH2:30][CH2:29]1)=[O:27])([CH3:24])([CH3:23])[CH3:22]. (2) Given the product [C:24]([C:10]1[CH:11]=[C:12]([S:15]([NH:18][C:19]2[S:20][CH:21]=[CH:22][N:23]=2)(=[O:17])=[O:16])[CH:13]=[CH:14][C:9]=1[O:8][C:5]1[CH:6]=[N:7][C:2]([C:36]2[CH:37]=[CH:38][C:33]([F:32])=[CH:34][CH:35]=2)=[CH:3][C:4]=1[C:26]1[N:30]([CH3:31])[N:29]=[CH:28][CH:27]=1)#[N:25], predict the reactants needed to synthesize it. The reactants are: Cl[C:2]1[N:7]=[CH:6][C:5]([O:8][C:9]2[CH:14]=[CH:13][C:12]([S:15]([NH:18][C:19]3[S:20][CH:21]=[CH:22][N:23]=3)(=[O:17])=[O:16])=[CH:11][C:10]=2[C:24]#[N:25])=[C:4]([C:26]2[N:30]([CH3:31])[N:29]=[CH:28][CH:27]=2)[CH:3]=1.[F:32][C:33]1[CH:38]=[CH:37][C:36](B(O)O)=[CH:35][CH:34]=1.C([O-])([O-])=O.[Na+].[Na+].O.